Dataset: hERG Central: cardiac toxicity at 1µM, 10µM, and general inhibition. Task: Predict hERG channel inhibition at various concentrations. (1) The drug is CC1CCN(CCOCCOc2ccccc2-c2ccccc2)CC1. Results: hERG_inhib (hERG inhibition (general)): blocker. (2) The drug is O=C(NCc1ccc2c(c1)OCO2)C1Cc2ccccc2CN1C(=O)c1ccco1. Results: hERG_inhib (hERG inhibition (general)): blocker. (3) The molecule is O=C(c1ccc(Cl)cc1)c1ccc(OCC(O)CN2CCCCC2)cc1. Results: hERG_inhib (hERG inhibition (general)): blocker.